Regression. Given a peptide amino acid sequence and an MHC pseudo amino acid sequence, predict their binding affinity value. This is MHC class I binding data. From a dataset of Peptide-MHC class I binding affinity with 185,985 pairs from IEDB/IMGT. The peptide sequence is MFAVGTWMM. The MHC is HLA-B27:03 with pseudo-sequence HLA-B27:03. The binding affinity (normalized) is 0.0847.